Dataset: Forward reaction prediction with 1.9M reactions from USPTO patents (1976-2016). Task: Predict the product of the given reaction. (1) Given the reactants [CH:1]1([SH:7])[CH2:6][CH2:5][CH2:4][CH2:3][CH2:2]1.[H-].[Na+].[Cl:10][C:11]1[CH:12]=[C:13]2[C:18](=[CH:19][CH:20]=1)[NH:17][C:16](=[O:21])[C:15]([CH2:22][CH2:23][CH3:24])=[C:14]2Br, predict the reaction product. The product is: [Cl:10][C:11]1[CH:12]=[C:13]2[C:18](=[CH:19][CH:20]=1)[NH:17][C:16](=[O:21])[C:15]([CH2:22][CH2:23][CH3:24])=[C:14]2[S:7][CH:1]1[CH2:6][CH2:5][CH2:4][CH2:3][CH2:2]1. (2) The product is: [NH:3]1[C:7]2[CH:8]=[CH:9][CH:10]=[CH:11][C:6]=2[N:5]=[C:4]1[C@H:12]([NH:22][C:23]([NH:25][CH2:26][CH2:27][CH:28]1[CH2:29][CH2:30][N:31]([C:38](=[O:39])[CH3:37])[CH2:32][CH2:33]1)=[O:24])[CH2:13][C:14]1[CH:15]=[CH:16][C:17]([O:20][CH3:21])=[CH:18][CH:19]=1. Given the reactants N#N.[NH:3]1[C:7]2[CH:8]=[CH:9][CH:10]=[CH:11][C:6]=2[N:5]=[C:4]1[C@H:12]([NH:22][C:23]([NH:25][CH2:26][CH2:27][CH:28]1[CH2:33][CH2:32][NH:31][CH2:30][CH2:29]1)=[O:24])[CH2:13][C:14]1[CH:19]=[CH:18][C:17]([O:20][CH3:21])=[CH:16][CH:15]=1.C(N1CC[O:39][CH2:38][CH2:37]1)C.CN(C(ON1N=NC2C=CC=CC1=2)=[N+](C)C)C.[B-](F)(F)(F)F.C(O)(=O)C, predict the reaction product. (3) Given the reactants [CH:1]([C:4]1[CH:9]=[CH:8][C:7]([N:10]2[C:14](=[O:15])[CH2:13][CH:12]([C:16]([OH:18])=[O:17])[CH2:11]2)=[CH:6][CH:5]=1)([CH3:3])[CH3:2].S(Cl)(Cl)=O.[CH2:23](O)[CH3:24], predict the reaction product. The product is: [CH2:23]([O:17][C:16]([CH:12]1[CH2:13][C:14](=[O:15])[N:10]([C:7]2[CH:6]=[CH:5][C:4]([CH:1]([CH3:3])[CH3:2])=[CH:9][CH:8]=2)[CH2:11]1)=[O:18])[CH3:24]. (4) Given the reactants C(OC([N:8]1[CH2:13][CH2:12][N:11]([C:14]2[C:15]3[C:30]([O:31][CH3:32])=[CH:29][N:28]=[CH:27][C:16]=3[N:17]=[C:18]([C:20]3[CH:25]=[CH:24][N:23]=[C:22](Cl)[CH:21]=3)[N:19]=2)[CH2:10][CH2:9]1)=O)(C)(C)C.[CH3:33][O:34][C:35]1[N:40]=[C:39]([NH2:41])[CH:38]=[CH:37][CH:36]=1, predict the reaction product. The product is: [CH3:32][O:31][C:30]1[C:15]2[C:14]([N:11]3[CH2:10][CH2:9][NH:8][CH2:13][CH2:12]3)=[N:19][C:18]([C:20]3[CH:25]=[CH:24][N:23]=[C:22]([NH:41][C:39]4[CH:38]=[CH:37][CH:36]=[C:35]([O:34][CH3:33])[N:40]=4)[CH:21]=3)=[N:17][C:16]=2[CH:27]=[N:28][CH:29]=1. (5) Given the reactants [I:1][C:2]1[CH:47]=[CH:46][C:5]([CH2:6][N:7]([CH2:20][C:21]2[N:22]([CH2:26][C:27]([N:29]([CH2:38][C:39]([O:41]C(C)(C)C)=[O:40])[CH2:30][C:31]([O:33]C(C)(C)C)=[O:32])=[O:28])[CH:23]=[CH:24][N:25]=2)[CH2:8][CH2:9][C:10]2[CH:15]=[CH:14][C:13]([S:16](=[O:19])(=[O:18])[NH2:17])=[CH:12][CH:11]=2)=[CH:4][CH:3]=1, predict the reaction product. The product is: [I:1][C:2]1[CH:47]=[CH:46][C:5]([CH2:6][N:7]([CH2:20][C:21]2[N:22]([CH2:26][C:27]([N:29]([CH2:30][C:31]([OH:33])=[O:32])[CH2:38][C:39]([OH:41])=[O:40])=[O:28])[CH:23]=[CH:24][N:25]=2)[CH2:8][CH2:9][C:10]2[CH:11]=[CH:12][C:13]([S:16](=[O:19])(=[O:18])[NH2:17])=[CH:14][CH:15]=2)=[CH:4][CH:3]=1. (6) Given the reactants [F:1][C:2]1[CH:7]=[C:6]([I:8])[CH:5]=[CH:4][C:3]=1[NH:9][C:10]1[N:15]2[CH:16]=[N:17][CH:18]=[C:14]2[CH:13]=[CH:12][C:11]=1[C:19]([OH:21])=O.Cl.[NH2:23][O:24][CH2:25][C@@H:26]([OH:28])[CH3:27].CCN(C(C)C)C(C)C.C1C=CC2N(O)N=NC=2C=1.CCN=C=NCCCN(C)C, predict the reaction product. The product is: [OH:28][C@@H:26]([CH3:27])[CH2:25][O:24][NH:23][C:19]([C:11]1[CH:12]=[CH:13][C:14]2[N:15]([CH:16]=[N:17][CH:18]=2)[C:10]=1[NH:9][C:3]1[CH:4]=[CH:5][C:6]([I:8])=[CH:7][C:2]=1[F:1])=[O:21]. (7) Given the reactants [C:1]([CH2:3][C:4]1([N:25]2[CH:29]=[C:28]([C:30]3[C:31]([CH3:35])=[N:32][NH:33][CH:34]=3)[C:27]([C:36](OCC)=[O:37])=[N:26]2)[CH2:7][N:6]([C:8]2[CH:13]=[C:12]([F:14])[C:11]([C:15]([NH:17][C@@H:18]([CH3:23])[C:19]([F:22])([F:21])[F:20])=[O:16])=[CH:10][C:9]=2[F:24])[CH2:5]1)#[N:2].[BH4-].[Li+], predict the reaction product. The product is: [C:1]([CH2:3][C:4]1([N:25]2[CH:29]=[C:28]([C:30]3[C:31]([CH3:35])=[N:32][NH:33][CH:34]=3)[C:27]([CH2:36][OH:37])=[N:26]2)[CH2:7][N:6]([C:8]2[C:9]([F:24])=[CH:10][C:11]([C:15]([NH:17][C@@H:18]([CH3:23])[C:19]([F:21])([F:22])[F:20])=[O:16])=[C:12]([F:14])[CH:13]=2)[CH2:5]1)#[N:2].